From a dataset of Full USPTO retrosynthesis dataset with 1.9M reactions from patents (1976-2016). Predict the reactants needed to synthesize the given product. (1) The reactants are: [CH3:1][C:2]1[C:10]2[C:9](=[O:11])[CH2:8][C:7]([CH3:13])([CH3:12])[CH2:6][C:5]=2[NH:4][CH:3]=1.[H-].[Na+].F[C:17]1[CH:26]=[N:25][C:24]2[C:23]([NH2:27])=[N:22][CH:21]=[N:20][C:19]=2[CH:18]=1. Given the product [NH2:27][C:23]1[C:24]2[N:25]=[CH:26][C:17]([N:4]3[C:5]4[CH2:6][C:7]([CH3:13])([CH3:12])[CH2:8][C:9](=[O:11])[C:10]=4[C:2]([CH3:1])=[CH:3]3)=[CH:18][C:19]=2[N:20]=[CH:21][N:22]=1, predict the reactants needed to synthesize it. (2) The reactants are: [F:1][C:2]1[CH:3]=[C:4](/[CH:12]=[CH:13]/[C:14]([NH2:16])=[O:15])[CH:5]=[C:6]([C:8]([F:11])([F:10])[F:9])[CH:7]=1.[H][H]. Given the product [F:1][C:2]1[CH:3]=[C:4]([CH2:12][CH2:13][C:14]([NH2:16])=[O:15])[CH:5]=[C:6]([C:8]([F:11])([F:10])[F:9])[CH:7]=1, predict the reactants needed to synthesize it. (3) Given the product [CH3:29][O:28][C:25]1[CH:26]=[CH:27][C:22]([C:21]2[C:15]3[O:14][CH:13]([CH2:12][NH:32][CH3:31])[CH2:17][C:16]=3[CH:18]=[C:19]([CH3:30])[CH:20]=2)=[CH:23][CH:24]=1, predict the reactants needed to synthesize it. The reactants are: CC1C=CC(S(O[CH2:12][CH:13]2[CH2:17][C:16]3[CH:18]=[C:19]([CH3:30])[CH:20]=[C:21]([C:22]4[CH:27]=[CH:26][C:25]([O:28][CH3:29])=[CH:24][CH:23]=4)[C:15]=3[O:14]2)(=O)=O)=CC=1.[CH3:31][NH2:32]. (4) Given the product [CH2:34]([O:33][C:2]1[CH:7]=[CH:6][C:5]([B:20]([OH:25])[OH:21])=[CH:4][C:3]=1[C:11]([F:12])([F:13])[F:14])[CH3:35], predict the reactants needed to synthesize it. The reactants are: Br[C:2]1[CH:7]=[CH:6][C:5](OCC)=[CH:4][C:3]=1[C:11]([F:14])([F:13])[F:12].[Li]CCCC.[B:20](OC(C)C)([O:25]C(C)C)[O:21]C(C)C.[O:33]1CC[CH2:35][CH2:34]1. (5) The reactants are: Br[C:2]1[CH:3]=[C:4]([CH:9]=[CH:10][C:11]=1[CH3:12])[C:5]([O:7][CH3:8])=[O:6].C(N(CCCC)CCCC)CCC.[C:26]([O-:29])(=[O:28])C.[Cs+].C1(P(C2C=CC=CC=2)C2C=CC=CC=2)C=CC=CC=1. Given the product [CH3:8][O:7][C:5]([C:4]1[CH:9]=[CH:10][C:11]([CH3:12])=[C:2]([CH:3]=1)[C:26]([OH:29])=[O:28])=[O:6], predict the reactants needed to synthesize it. (6) Given the product [C:1]([O:4][C:5]1[CH:6]=[C:7]2[C:12](=[CH:13][C:14]=1[O:15][CH3:16])[N:11]=[CH:10][N:9]=[C:8]2[NH:23][C:22]1[CH:24]=[CH:25][C:19]([Cl:18])=[CH:20][CH:21]=1)(=[O:3])[CH3:2], predict the reactants needed to synthesize it. The reactants are: [C:1]([O:4][C:5]1[CH:6]=[C:7]2[C:12](=[CH:13][C:14]=1[O:15][CH3:16])[N:11]=[CH:10][NH:9][C:8]2=O)(=[O:3])[CH3:2].[Cl:18][C:19]1[CH:25]=[CH:24][C:22]([NH2:23])=[CH:21][CH:20]=1. (7) Given the product [Cl:34][C:35]1[N:36]=[CH:37][N:38]=[C:39]([C:2]2[N:3]=[N:4][CH:5]=[CH:6][CH:7]=2)[CH:40]=1, predict the reactants needed to synthesize it. The reactants are: Br[C:2]1[N:3]=[N:4][CH:5]=[CH:6][CH:7]=1.CCCC[Sn](CCCC)CCCC.CCCC[Sn](CCCC)CCCC.[Cl:34][C:35]1[CH:40]=[C:39](Cl)[N:38]=[CH:37][N:36]=1. (8) The reactants are: [C:1]([C:5]1[CH:9]=[C:8]([C:10](OCC)=[O:11])[N:7]([CH2:15][C:16]2[CH:21]=[CH:20][C:19]([CH2:22][O:23][CH2:24][O:25][CH3:26])=[CH:18][CH:17]=2)[N:6]=1)([CH3:4])([CH3:3])[CH3:2].[H-].[Al+3].[Li+].[H-].[H-].[H-].C(O)C.[Cl-].[NH4+]. Given the product [C:1]([C:5]1[CH:9]=[C:8]([CH2:10][OH:11])[N:7]([CH2:15][C:16]2[CH:17]=[CH:18][C:19]([CH2:22][O:23][CH2:24][O:25][CH3:26])=[CH:20][CH:21]=2)[N:6]=1)([CH3:4])([CH3:2])[CH3:3], predict the reactants needed to synthesize it. (9) Given the product [CH3:1][O:2][C:3]1[CH:4]=[CH:5][C:6]([N+:10]([O-:12])=[O:11])=[C:7]([CH:8]=1)[O:9][CH2:32][C@H:33]1[CH2:35][O:34]1, predict the reactants needed to synthesize it. The reactants are: [CH3:1][O:2][C:3]1[CH:4]=[CH:5][C:6]([N+:10]([O-:12])=[O:11])=[C:7]([OH:9])[CH:8]=1.C1(P(C2C=CC=CC=2)C2C=CC=CC=2)C=CC=CC=1.[CH3:32][CH2:33][O:34][C:35](/N=N/[C:35]([O:34][CH2:33][CH3:32])=O)=O.